This data is from NCI-60 drug combinations with 297,098 pairs across 59 cell lines. The task is: Regression. Given two drug SMILES strings and cell line genomic features, predict the synergy score measuring deviation from expected non-interaction effect. Drug 1: C1=CC=C(C=C1)NC(=O)CCCCCCC(=O)NO. Drug 2: C(CC(=O)O)C(=O)CN.Cl. Cell line: NCI/ADR-RES. Synergy scores: CSS=11.2, Synergy_ZIP=-2.42, Synergy_Bliss=-3.19, Synergy_Loewe=-32.5, Synergy_HSA=-3.18.